Dataset: Full USPTO retrosynthesis dataset with 1.9M reactions from patents (1976-2016). Task: Predict the reactants needed to synthesize the given product. (1) Given the product [CH3:20][C:1]1[CH:2]=[C:3]2[C:4]([S:7][C:8]3[CH:13]=[C:12]([C:14]([OH:16])=[O:15])[CH:11]=[CH:10][C:9]=3[C:17]2=[O:19])=[CH:5][CH:6]=1, predict the reactants needed to synthesize it. The reactants are: [C:1]1([CH3:20])[CH:6]=[CH:5][C:4]([S:7][C:8]2[CH:13]=[C:12]([C:14]([OH:16])=[O:15])[CH:11]=[CH:10][C:9]=2[C:17]([OH:19])=O)=[CH:3][CH:2]=1.ClS(O)(=O)=O. (2) The reactants are: C(N(C(C)C)CC)(C)C.[CH3:10][CH:11]([CH3:18])[CH2:12]/[CH:13]=[CH:14]/[C:15](=[O:17])[CH3:16].[CH3:19][CH2:20][O:21][C:22]([CH2:24][N+:25]([O-:27])=[O:26])=[O:23].Cl. Given the product [CH2:12]([CH:13]([CH2:14][C:15](=[O:17])[CH3:16])[CH:24]([N+:25]([O-:27])=[O:26])[C:22]([O:21][CH2:20][CH3:19])=[O:23])[CH:11]([CH3:18])[CH3:10], predict the reactants needed to synthesize it. (3) Given the product [O:24]=[C:23]1[C:22]2[C:21](=[CH:29][CH:28]=[CH:27][CH:26]=2)[C:20](=[O:25])[N:1]1[CH:2]1[CH2:3][CH2:4][CH:5]([C:8]([O:10][CH2:11][CH3:12])=[O:9])[CH2:6][CH2:7]1, predict the reactants needed to synthesize it. The reactants are: [NH2:1][CH:2]1[CH2:7][CH2:6][CH:5]([C:8]([O:10][CH2:11][CH3:12])=[O:9])[CH2:4][CH2:3]1.CCN(CC)CC.[C:20]1(=O)[O:25][C:23](=[O:24])[C:22]2=[CH:26][CH:27]=[CH:28][CH:29]=[C:21]12. (4) Given the product [C:1]([C:3]1[C:4]([N:21]2[CH2:26][CH2:25][CH:24]([C:27](=[O:28])[NH:40][S:37]([CH2:36][CH:33]3[CH2:34][CH2:35][O:30][CH2:31][CH2:32]3)(=[O:39])=[O:38])[CH2:23][CH2:22]2)=[N:5][C:6]([CH2:14][N:15]2[CH2:19][CH2:18][CH2:17][C:16]2=[O:20])=[C:7]([CH:8]=1)[C:9]([O:11][CH2:12][CH3:13])=[O:10])#[N:2], predict the reactants needed to synthesize it. The reactants are: [C:1]([C:3]1[C:4]([N:21]2[CH2:26][CH2:25][CH:24]([C:27](O)=[O:28])[CH2:23][CH2:22]2)=[N:5][C:6]([CH2:14][N:15]2[CH2:19][CH2:18][CH2:17][C:16]2=[O:20])=[C:7]([C:9]([O:11][CH2:12][CH3:13])=[O:10])[CH:8]=1)#[N:2].[O:30]1[CH2:35][CH2:34][CH:33]([CH2:36][S:37]([NH2:40])(=[O:39])=[O:38])[CH2:32][CH2:31]1. (5) Given the product [NH2:23][C:10]1[N:9]=[CH:8][N:7]=[C:6]2[C:11]=1[N:12]=[C:13]([S:14][C:15]1[CH:20]=[C:19]([Cl:21])[CH:18]=[C:17]([Cl:22])[CH:16]=1)[N:5]2[CH2:4][CH2:3][CH2:2][NH:1][C:31](=[S:32])[NH:30][C:29]1[CH:24]=[CH:25][C:26]([C:36]2[C:37]3[C:38]([O:44][C:45]4[C:46]=2[CH:47]=[CH:48][C:49](=[O:51])[CH:50]=4)=[CH:39][C:40]([OH:43])=[CH:41][CH:42]=3)=[C:27]([CH:28]=1)[C:33]([OH:35])=[O:34], predict the reactants needed to synthesize it. The reactants are: [NH2:1][CH2:2][CH2:3][CH2:4][N:5]1[C:13]([S:14][C:15]2[CH:20]=[C:19]([Cl:21])[CH:18]=[C:17]([Cl:22])[CH:16]=2)=[N:12][C:11]2[C:6]1=[N:7][CH:8]=[N:9][C:10]=2[NH2:23].[CH:24]1[C:29]([N:30]=[C:31]=[S:32])=[CH:28][C:27]2[C:33]([O:35][C:36]3([C:46]4[CH:47]=[CH:48][C:49]([OH:51])=[CH:50][C:45]=4[O:44][C:38]4[CH:39]=[C:40]([OH:43])[CH:41]=[CH:42][C:37]3=4)[C:26]=2[CH:25]=1)=[O:34].CCN(CC)CC. (6) Given the product [F:21][C:22]1[CH:27]=[CH:26][C:25]([C:2]2[CH:3]=[C:4]([C:8]3[CH:9]=[C:10]4[C:15](=[N:16][CH:17]=3)[N:14]([C:18]([NH2:20])=[O:19])[CH2:13][CH2:12][CH2:11]4)[CH:5]=[N:6][CH:7]=2)=[CH:24][CH:23]=1, predict the reactants needed to synthesize it. The reactants are: Br[C:2]1[CH:3]=[C:4]([C:8]2[CH:9]=[C:10]3[C:15](=[N:16][CH:17]=2)[N:14]([C:18]([NH2:20])=[O:19])[CH2:13][CH2:12][CH2:11]3)[CH:5]=[N:6][CH:7]=1.[F:21][C:22]1[CH:27]=[CH:26][C:25](B(O)O)=[CH:24][CH:23]=1.C([O-])([O-])=O.[Na+].[Na+].C(Cl)Cl.